Dataset: Forward reaction prediction with 1.9M reactions from USPTO patents (1976-2016). Task: Predict the product of the given reaction. (1) Given the reactants [CH3:1][C:2]1[N:3]=[CH:4][C:5]2[N:6]([N:14]=[C:15]([NH2:17])[N:16]=2)[C:7]=1[C:8]1[CH:9]=[N:10][N:11]([CH3:13])[CH:12]=1.Cl[C:19]1[CH:24]=[CH:23][C:22]([N:25]2[CH2:30][CH2:29][O:28][CH2:27][CH2:26]2)=[CH:21][CH:20]=1.[Li+].C[Si]([N-][Si](C)(C)C)(C)C, predict the reaction product. The product is: [CH3:1][C:2]1[N:3]=[CH:4][C:5]2[N:6]([N:14]=[C:15]([NH:17][C:19]3[CH:20]=[CH:21][C:22]([N:25]4[CH2:26][CH2:27][O:28][CH2:29][CH2:30]4)=[CH:23][CH:24]=3)[N:16]=2)[C:7]=1[C:8]1[CH:9]=[N:10][N:11]([CH3:13])[CH:12]=1. (2) Given the reactants [NH2:1][C:2]1[CH:7]=[CH:6][C:5]([C:8]2[CH:13]=[CH:12][C:11]([C:14]([C@@H:16]3[CH2:20][CH2:19][CH2:18][C@H:17]3[C:21]([O:23]C)=[O:22])=[O:15])=[CH:10][CH:9]=2)=[CH:4][CH:3]=1.Cl[C:26]1[S:27][C:28]2[CH:34]=[C:33]([C:35]([F:38])([F:37])[F:36])[CH:32]=[CH:31][C:29]=2[N:30]=1.Cl, predict the reaction product. The product is: [F:38][C:35]([F:36])([F:37])[C:33]1[CH:32]=[CH:31][C:29]2[N:30]=[C:26]([NH:1][C:2]3[CH:3]=[CH:4][C:5]([C:8]4[CH:13]=[CH:12][C:11]([C:14]([C@@H:16]5[CH2:20][CH2:19][CH2:18][C@H:17]5[C:21]([OH:23])=[O:22])=[O:15])=[CH:10][CH:9]=4)=[CH:6][CH:7]=3)[S:27][C:28]=2[CH:34]=1. (3) The product is: [CH3:7][CH2:6][O:8][C:9]([C@H:10]1[CH2:14][CH2:13][C:12](=[O:15])[N:11]1[C:17]([O:19][C:20]([CH3:23])([CH3:22])[CH3:21])=[O:18])=[O:16]. Given the reactants O1CCCC1.[CH2:6]([O:8][C:9](=[O:16])[C@H:10]1[CH2:14][CH2:13][C:12](=[O:15])[NH:11]1)[CH3:7].[C:17](O[C:17]([O:19][C:20]([CH3:23])([CH3:22])[CH3:21])=[O:18])([O:19][C:20]([CH3:23])([CH3:22])[CH3:21])=[O:18].N1C=CN=C1, predict the reaction product.